Dataset: Plasma protein binding rate (PPBR) regression data from AstraZeneca. Task: Regression/Classification. Given a drug SMILES string, predict its absorption, distribution, metabolism, or excretion properties. Task type varies by dataset: regression for continuous measurements (e.g., permeability, clearance, half-life) or binary classification for categorical outcomes (e.g., BBB penetration, CYP inhibition). For this dataset (ppbr_az), we predict Y. (1) The molecule is Cc1c(Sc2ccc(Cl)cc2)c2cc(S(C)(=O)=O)ccc2n1CC(=O)O. The Y is 98.7 %. (2) The Y is 89.3 %. The compound is CCCCCCCC(=O)N[C@@H](C)C(=O)N[C@H](C(=O)N[C@@H](CCN)C(=O)N[C@H]1CCNC(=O)[C@H]([C@@H](C)O)NC(=O)[C@H](CCN)NC(=O)[C@H](CCN)NC(=O)[C@H](CC(C)C)NC(=O)[C@@H](Cc2ccccc2)NC(=O)[C@H](CCN)NC1=O)[C@@H](C)O.